This data is from Full USPTO retrosynthesis dataset with 1.9M reactions from patents (1976-2016). The task is: Predict the reactants needed to synthesize the given product. (1) Given the product [CH3:14][N:5]1[C:4]2[CH:3]=[C:2]([C:18]3[C:19]4[C:24](=[CH:23][CH:22]=[CH:21][CH:20]=4)[N:15]=[CH:16][CH:17]=3)[S:10][C:9]=2[C:8](=[O:11])[NH:7][C:6]1([CH3:13])[CH3:12], predict the reactants needed to synthesize it. The reactants are: Br[C:2]1[S:10][C:9]2[C:8](=[O:11])[NH:7][C:6]([CH3:13])([CH3:12])[N:5]([CH3:14])[C:4]=2[CH:3]=1.[N:15]1[C:24]2[C:19](=[CH:20][CH:21]=[CH:22][CH:23]=2)[C:18](B(O)O)=[CH:17][CH:16]=1.C(=O)([O-])[O-].[Cs+].[Cs+].COCCOC. (2) Given the product [O:23]=[S:22]1(=[O:25])[CH2:10][CH2:9][CH:8]([C:7]2[C:2]([F:1])=[N:3][CH:4]=[CH:5][CH:6]=2)[CH2:13][CH2:12]1, predict the reactants needed to synthesize it. The reactants are: [F:1][C:2]1[C:7]([CH:8]2[CH2:13][CH2:12]S[CH2:10][CH2:9]2)=[CH:6][CH:5]=[CH:4][N:3]=1.C[N+]1([O-])CCOCC1.[S:22]([O-:25])(O)=[O:23].[Na+].